This data is from CYP2C19 inhibition data for predicting drug metabolism from PubChem BioAssay. The task is: Regression/Classification. Given a drug SMILES string, predict its absorption, distribution, metabolism, or excretion properties. Task type varies by dataset: regression for continuous measurements (e.g., permeability, clearance, half-life) or binary classification for categorical outcomes (e.g., BBB penetration, CYP inhibition). Dataset: cyp2c19_veith. (1) The drug is c1cncc(-c2cncnc2-n2ccnc2)c1. The result is 0 (non-inhibitor). (2) The compound is COc1cccc(Cn2c(=O)c(-c3cc(F)cc(F)c3)nc3cncnc32)c1. The result is 1 (inhibitor).